This data is from Forward reaction prediction with 1.9M reactions from USPTO patents (1976-2016). The task is: Predict the product of the given reaction. (1) Given the reactants CC(OI1(OC(C)=O)(OC(C)=O)OC(=O)C2C=CC=CC1=2)=O.[CH:23]1([C:26]2[O:30][C:29]([CH:31]([OH:55])[C@@H:32]([NH:35][C:36]([C@@H:38]([NH:46][C:47]([N:49]3[CH2:54][CH2:53][O:52][CH2:51][CH2:50]3)=[O:48])[CH2:39][C:40]([F:45])([F:44])[CH2:41][CH2:42][CH3:43])=[O:37])[CH2:33][CH3:34])=[N:28][N:27]=2)[CH2:25][CH2:24]1.[O-]S([O-])(=S)=O.[Na+].[Na+], predict the reaction product. The product is: [CH:23]1([C:26]2[O:30][C:29]([C:31]([C@@H:32]([NH:35][C:36]([C@@H:38]([NH:46][C:47]([N:49]3[CH2:54][CH2:53][O:52][CH2:51][CH2:50]3)=[O:48])[CH2:39][C:40]([F:45])([F:44])[CH2:41][CH2:42][CH3:43])=[O:37])[CH2:33][CH3:34])=[O:55])=[N:28][N:27]=2)[CH2:25][CH2:24]1. (2) Given the reactants [NH:1]1[C:5]2[CH:6]=[C:7]([C:10]3[O:14][C:13]([SH:15])=[N:12][N:11]=3)[CH:8]=[CH:9][C:4]=2[N:3]=[CH:2]1.[CH3:16]I, predict the reaction product. The product is: [CH3:16][S:15][C:13]1[O:14][C:10]([C:7]2[CH:8]=[CH:9][C:4]3[NH:3][CH:2]=[N:1][C:5]=3[CH:6]=2)=[N:11][N:12]=1. (3) Given the reactants C([O:3][C:4](=[O:43])[CH2:5][C:6]1[CH:11]=[CH:10][C:9]([NH:12][C:13]([C@@H:15]2[NH:19][C@@H:18]([CH2:20][C:21]([CH3:24])([CH3:23])[CH3:22])[C@:17]3([C:32]4[C:27](=[CH:28][C:29]([Cl:33])=[CH:30][CH:31]=4)[NH:26][C:25]3=[O:34])[C@H:16]2[C:35]2[CH:40]=[CH:39][CH:38]=[C:37]([Cl:41])[C:36]=2[F:42])=[O:14])=[CH:8][CH:7]=1)C.Cl, predict the reaction product. The product is: [Cl:33][C:29]1[CH:28]=[C:27]2[NH:26][C:25](=[O:34])[C@:17]3([C@@H:16]([C:35]4[CH:40]=[CH:39][CH:38]=[C:37]([Cl:41])[C:36]=4[F:42])[C@H:15]([C:13]([NH:12][C:9]4[CH:10]=[CH:11][C:6]([CH2:5][C:4]([OH:43])=[O:3])=[CH:7][CH:8]=4)=[O:14])[NH:19][C@H:18]3[CH2:20][C:21]([CH3:23])([CH3:22])[CH3:24])[C:32]2=[CH:31][CH:30]=1. (4) Given the reactants [CH3:1][C:2]1[NH:3][CH:4]=[C:5]([CH3:22])[C:6]=1[CH2:7][C:8]1[CH:13]=[CH:12][CH:11]=[CH:10][C:9]=1[S:14]([N:17]1[CH2:21][CH2:20][CH2:19][CH2:18]1)(=[O:16])=[O:15].[CH3:23][N:24](C=O)C, predict the reaction product. The product is: [CH3:22][C:5]1[C:6]([CH2:7][C:8]2[CH:13]=[CH:12][CH:11]=[CH:10][C:9]=2[S:14]([N:17]2[CH2:21][CH2:20][CH2:19][CH2:18]2)(=[O:16])=[O:15])=[C:2]([CH3:1])[NH:3][C:4]=1[C:23]#[N:24]. (5) Given the reactants C1(P(C2C=CC=CC=2)C2C=CC=CC=2)C=CC=CC=1.[I:20]I.N1C=CC=CC=1.O[CH2:29][CH:30]1[CH2:35][CH2:34][N:33]([C:36]([O:38][C:39]([CH3:42])([CH3:41])[CH3:40])=[O:37])[CH2:32][CH2:31]1, predict the reaction product. The product is: [I:20][CH2:29][CH:30]1[CH2:35][CH2:34][N:33]([C:36]([O:38][C:39]([CH3:42])([CH3:41])[CH3:40])=[O:37])[CH2:32][CH2:31]1. (6) Given the reactants C(I)(C([C:7]([C:10]([C:13]([C:16]([F:19])([F:18])[F:17])([F:15])[F:14])([F:12])[F:11])([F:9])[F:8])(F)F)(F)F.C(CCI)(C(F)(F)F)(C(F)(F)F)F.C=C.N(C(C)(C)C#N)=NC(C)(C)C#N.C(C(CI)(F)F)(F)(F)F.[Na+].[I-].C(C(C(C([S:72]([N:75]([CH2:77][CH2:78]I)[CH3:76])(=[O:74])=[O:73])(F)F)(F)F)(F)F)(F)(F)F.C(C(C(C(S(N(CCO)C)(=O)=O)(F)F)(F)F)(F)F)(F)(F)F.S(Cl)([Cl:103])=O, predict the reaction product. The product is: [C:16]([C:13]([C:10]([C:7]([S:72]([N:75]([CH2:77][CH2:78][Cl:103])[CH3:76])(=[O:74])=[O:73])([F:8])[F:9])([F:11])[F:12])([F:14])[F:15])([F:17])([F:18])[F:19]. (7) Given the reactants [CH3:1][N:2]([CH3:35])[C:3]([C:5]1[CH:6]=[C:7]([CH2:14][C:15]([O:17][CH2:18][C@@:19]2([C:30]([O:32][CH2:33][CH3:34])=[O:31])[C:27]3[C:22](=[CH:23][CH:24]=[CH:25][CH:26]=3)[C:21](=[O:28])[N:20]2[CH3:29])=[O:16])[CH:8]=[CH:9][C:10]=1[N+:11]([O-])=O)=[O:4].C(O)(=O)C, predict the reaction product. The product is: [NH2:11][C:10]1[CH:9]=[CH:8][C:7]([CH2:14][C:15]([O:17][CH2:18][C@@:19]2([C:30]([O:32][CH2:33][CH3:34])=[O:31])[C:27]3[C:22](=[CH:23][CH:24]=[CH:25][CH:26]=3)[C:21](=[O:28])[N:20]2[CH3:29])=[O:16])=[CH:6][C:5]=1[C:3](=[O:4])[N:2]([CH3:1])[CH3:35]. (8) Given the reactants C(OC([N:8]1[CH2:13][CH2:12][CH2:11][C:10]([C:16]2[N:17]([CH3:42])[C:18]3[C:23]([N:24]=2)=[C:22]([N:25]2[CH2:30][CH2:29][O:28][CH2:27][CH2:26]2)[N:21]=[C:20]([N:31]2[C:35]4[CH:36]=[CH:37][CH:38]=[CH:39][C:34]=4[N:33]=[C:32]2[CH2:40][CH3:41])[N:19]=3)([O:14][CH3:15])[CH2:9]1)=O)(C)(C)C.[ClH:43], predict the reaction product. The product is: [ClH:43].[ClH:43].[CH2:40]([C:32]1[N:31]([C:20]2[N:19]=[C:18]3[C:23]([N:24]=[C:16]([C:10]4([O:14][CH3:15])[CH2:11][CH2:12][CH2:13][NH:8][CH2:9]4)[N:17]3[CH3:42])=[C:22]([N:25]3[CH2:26][CH2:27][O:28][CH2:29][CH2:30]3)[N:21]=2)[C:35]2[CH:36]=[CH:37][CH:38]=[CH:39][C:34]=2[N:33]=1)[CH3:41]. (9) Given the reactants [Cl:1][C:2]1[CH:3]=[C:4]([C:8]2[C:13]3[N:14]([CH2:24][C@H:25]4[CH2:30][CH2:29][C@H:28]([CH3:31])[CH2:27][CH2:26]4)[C:15]([CH:17]([CH:19]4[CH2:23][CH2:22][CH2:21][CH2:20]4)[OH:18])=[N:16][C:12]=3[CH:11]=[C:10]([C:32]#[N:33])[N:9]=2)[CH:5]=[N:6][CH:7]=1.[H-].[Na+].I[CH2:37][CH3:38], predict the reaction product. The product is: [Cl:1][C:2]1[CH:3]=[C:4]([C:8]2[C:13]3[N:14]([CH2:24][C@H:25]4[CH2:26][CH2:27][C@H:28]([CH3:31])[CH2:29][CH2:30]4)[C:15]([CH:17]([CH:19]4[CH2:20][CH2:21][CH2:22][CH2:23]4)[O:18][CH2:37][CH3:38])=[N:16][C:12]=3[CH:11]=[C:10]([C:32]#[N:33])[N:9]=2)[CH:5]=[N:6][CH:7]=1. (10) Given the reactants [NH2:1][C:2]1[N:9]=[CH:8][CH:7]=[CH:6][C:3]=1[C:4]#[N:5].CO[CH:12](OC)[N:13]([CH3:15])[CH3:14], predict the reaction product. The product is: [C:4]([C:3]1[C:2]([N:1]=[CH:12][N:13]([CH3:15])[CH3:14])=[N:9][CH:8]=[CH:7][CH:6]=1)#[N:5].